This data is from Full USPTO retrosynthesis dataset with 1.9M reactions from patents (1976-2016). The task is: Predict the reactants needed to synthesize the given product. (1) Given the product [Cl:18][C:5]1[C:6]2[C:11](=[CH:10][CH:9]=[CH:8][C:7]=2[C:12]2[CH:17]=[CH:16][CH:15]=[CH:14][CH:13]=2)[C:2]([C:27]2[CH:28]=[C:29]([NH2:33])[CH:30]=[N:31][CH:32]=2)=[N:3][N:4]=1, predict the reactants needed to synthesize it. The reactants are: Cl[C:2]1[C:11]2[C:6](=[C:7]([C:12]3[CH:17]=[CH:16][CH:15]=[CH:14][CH:13]=3)[CH:8]=[CH:9][CH:10]=2)[C:5]([Cl:18])=[N:4][N:3]=1.CC1(C)C(C)(C)OB([C:27]2[CH:28]=[C:29]([NH2:33])[CH:30]=[N:31][CH:32]=2)O1.[O-]P([O-])([O-])=O.[K+].[K+].[K+].C(NS(C1C=NC=C(C2C3C(=C(C4C=CC=CC=4)C=CC=3)C(Cl)=NN=2)C=1)(=O)=O)(C)(C)C. (2) Given the product [Cl:1][C:2]1[C:3]([C:8]2[S:9][CH:10]=[CH:11][N:12]=2)=[C:4]([NH:7][C:25](=[O:26])[CH2:24][N:15]2[C:16]3[C:21](=[N:20][CH:19]=[CH:18][CH:17]=3)[CH2:22][CH2:23][C:14]2=[O:13])[S:5][CH:6]=1, predict the reactants needed to synthesize it. The reactants are: [Cl:1][C:2]1[C:3]([C:8]2[S:9][CH:10]=[CH:11][N:12]=2)=[C:4]([NH2:7])[S:5][CH:6]=1.[O:13]=[C:14]1[CH2:23][CH2:22][C:21]2[C:16](=[CH:17][CH:18]=[CH:19][N:20]=2)[N:15]1[CH2:24][C:25](O)=[O:26]. (3) Given the product [I:7][C:8]1[C:13]([O:14][CH3:15])=[CH:12][C:11]([C:16]2[C:25]3[C:20](=[CH:21][C:22]([S:26]([NH:1][C:2]4[CH:6]=[CH:5][O:4][N:3]=4)(=[O:27])=[O:28])=[CH:23][CH:24]=3)[CH:19]=[CH:18][N:17]=2)=[C:10]([CH3:41])[CH:9]=1, predict the reactants needed to synthesize it. The reactants are: [NH2:1][C:2]1[CH:6]=[CH:5][O:4][N:3]=1.[I:7][C:8]1[C:13]([O:14][CH3:15])=[CH:12][C:11]([C:16]2[C:25]3[C:20](=[CH:21][C:22]([S:26](OC4C(F)=C(F)C(F)=C(F)C=4F)(=[O:28])=[O:27])=[CH:23][CH:24]=3)[CH:19]=[CH:18][N:17]=2)=[C:10]([CH3:41])[CH:9]=1.[Li+].C[Si]([N-][Si](C)(C)C)(C)C. (4) The reactants are: [C:1]([C:3]1[CH:4]=[C:5]([CH:28]=[CH:29][CH:30]=1)[O:6][C:7]1[CH:27]=[CH:26][C:10]([O:11][C:12]2[N:20]=[C:19]([CH:21]3[CH2:25][CH2:24][NH:23][CH2:22]3)[CH:18]=[CH:17][C:13]=2[C:14]([NH2:16])=[O:15])=[CH:9][CH:8]=1)#[N:2].C(N(C(C)C)C(C)C)C.[C:40](Cl)(=[O:43])[CH:41]=[CH2:42]. Given the product [C:40]([N:23]1[CH2:24][CH2:25][CH:21]([C:19]2[CH:18]=[CH:17][C:13]([C:14]([NH2:16])=[O:15])=[C:12]([O:11][C:10]3[CH:26]=[CH:27][C:7]([O:6][C:5]4[CH:28]=[CH:29][CH:30]=[C:3]([C:1]#[N:2])[CH:4]=4)=[CH:8][CH:9]=3)[N:20]=2)[CH2:22]1)(=[O:43])[CH:41]=[CH2:42], predict the reactants needed to synthesize it.